This data is from Forward reaction prediction with 1.9M reactions from USPTO patents (1976-2016). The task is: Predict the product of the given reaction. (1) Given the reactants [CH3:1][O:2][C:3]1[CH:8]=[CH:7][C:6]([C:9]2[C:10](=[O:23])[N:11]([CH2:19][C:20](Cl)=[O:21])[C:12]3([CH2:18][CH2:17][CH2:16][CH2:15][CH2:14]3)[N:13]=2)=[CH:5][CH:4]=1.COC1C=CC(C2C(=O)N(CC(O)=O)C3(CCCCC3)N=2)=CC=1.C(Cl)(=O)C(Cl)=O.[F:53][C:54]1[CH:55]=[C:56]([CH:58]=[C:59]([F:61])[CH:60]=1)[NH2:57].C(N(CC)CC)C, predict the reaction product. The product is: [F:53][C:54]1[CH:55]=[C:56]([NH:57][C:20](=[O:21])[CH2:19][N:11]2[C:12]3([CH2:18][CH2:17][CH2:16][CH2:15][CH2:14]3)[N:13]=[C:9]([C:6]3[CH:7]=[CH:8][C:3]([O:2][CH3:1])=[CH:4][CH:5]=3)[C:10]2=[O:23])[CH:58]=[C:59]([F:61])[CH:60]=1. (2) The product is: [CH3:17][C:15]1[CH:14]=[CH:13][CH:12]=[C:11]2[C:16]=1[NH:8][CH2:9][CH2:10]2. Given the reactants C(OC([N:8]1[C:16]2[C:11](=[CH:12][CH:13]=[CH:14][C:15]=2[CH3:17])[CH2:10][CH2:9]1)=O)(C)(C)C, predict the reaction product. (3) Given the reactants [Br:1][C:2]1[CH:10]=[CH:9][C:5]([C:6]([OH:8])=O)=[C:4]([F:11])[CH:3]=1.[CH:12]1([C:15]2[CH:16]=[CH:17][C:18]([N:21]3[CH2:26][CH2:25][NH:24][CH2:23][CH2:22]3)=[N:19][CH:20]=2)[CH2:14][CH2:13]1, predict the reaction product. The product is: [Br:1][C:2]1[CH:10]=[CH:9][C:5]([C:6]([N:24]2[CH2:25][CH2:26][N:21]([C:18]3[CH:17]=[CH:16][C:15]([CH:12]4[CH2:14][CH2:13]4)=[CH:20][N:19]=3)[CH2:22][CH2:23]2)=[O:8])=[C:4]([F:11])[CH:3]=1. (4) Given the reactants [CH3:1][C:2]1[S:6][C:5]2[CH:7]=[C:8]([O:11][C:12]3[CH:17]=[CH:16][N:15]=[C:14]4[CH:18]=[C:19]([C:21]5[N:22]([CH3:26])[CH:23]=[CH:24][N:25]=5)[S:20][C:13]=34)[CH:9]=[CH:10][C:4]=2[C:3]=1[C:27]([OH:29])=O.[NH2:30][CH2:31][CH2:32][CH2:33][OH:34].C(N(CC)C(C)C)(C)C.CN(C(ON1N=NC2C=CC=CC1=2)=[N+](C)C)C.F[P-](F)(F)(F)(F)F, predict the reaction product. The product is: [OH:34][CH2:33][CH2:32][CH2:31][NH:30][C:27]([C:3]1[C:4]2[CH:10]=[CH:9][C:8]([O:11][C:12]3[CH:17]=[CH:16][N:15]=[C:14]4[CH:18]=[C:19]([C:21]5[N:22]([CH3:26])[CH:23]=[CH:24][N:25]=5)[S:20][C:13]=34)=[CH:7][C:5]=2[S:6][C:2]=1[CH3:1])=[O:29]. (5) The product is: [CH2:13]([C:17]1[N:18]([CH2:31][C:32]2[CH:37]=[CH:36][C:35]([C:38]3[CH:43]=[CH:42][CH:41]=[CH:40][C:39]=3[C:44]3[NH:3][C:4](=[O:7])[O:5][N:45]=3)=[CH:34][CH:33]=2)[C:19](=[O:30])[C:20]([C:24]2[CH2:29][CH2:28][CH2:27][CH2:26][CH:25]=2)=[C:21]([CH3:23])[N:22]=1)[CH2:14][CH2:15][CH3:16]. Given the reactants [Cl-].O[NH3+:3].[C:4](=[O:7])([O-])[OH:5].[Na+].CS(C)=O.[CH2:13]([C:17]1[N:18]([CH2:31][C:32]2[CH:37]=[CH:36][C:35]([C:38]3[C:39]([C:44]#[N:45])=[CH:40][CH:41]=[CH:42][CH:43]=3)=[CH:34][CH:33]=2)[C:19](=[O:30])[C:20]([C:24]2[CH2:29][CH2:28][CH2:27][CH2:26][CH:25]=2)=[C:21]([CH3:23])[N:22]=1)[CH2:14][CH2:15][CH3:16], predict the reaction product. (6) Given the reactants [NH2:1][C:2]1[CH:7]=[CH:6][C:5]([O:8][C:9]([F:12])([F:11])[F:10])=[CH:4][C:3]=1[C:13]([C:15]1[CH:20]=[CH:19][CH:18]=[C:17]([Cl:21])[CH:16]=1)=O.[C:22]([CH2:30][C:31](=O)[CH3:32])(=[O:29])[C:23]1[CH:28]=[CH:27][CH:26]=[CH:25][CH:24]=1.C(O)(C)C, predict the reaction product. The product is: [Cl:21][C:17]1[CH:16]=[C:15]([C:13]2[C:3]3[C:2](=[CH:7][CH:6]=[C:5]([O:8][C:9]([F:12])([F:11])[F:10])[CH:4]=3)[N:1]=[C:31]([CH3:32])[C:30]=2[C:22]([C:23]2[CH:28]=[CH:27][CH:26]=[CH:25][CH:24]=2)=[O:29])[CH:20]=[CH:19][CH:18]=1.